This data is from Forward reaction prediction with 1.9M reactions from USPTO patents (1976-2016). The task is: Predict the product of the given reaction. (1) Given the reactants Cl.Cl.[NH:3]1[CH2:8][CH2:7][C:6]([C:9]2[CH:14]=[CH:13][C:12]([C:15]3[CH2:19][CH:18]([CH2:20][NH:21][C:22]4[CH:26]=[CH:25][O:24][N:23]=4)[O:17][N:16]=3)=[CH:11][CH:10]=2)=[CH:5][CH2:4]1.C(N(CC)CC)C.CC1(C)[O:39][C@H:38]([C:40](Cl)=[O:41])[CH2:37][O:36]1, predict the reaction product. The product is: [OH:39][C@@H:38]([CH2:40][OH:41])[C:37]([N:3]1[CH2:8][CH2:7][C:6]([C:9]2[CH:14]=[CH:13][C:12]([C:15]3[CH2:19][CH:18]([CH2:20][NH:21][C:22]4[CH:26]=[CH:25][O:24][N:23]=4)[O:17][N:16]=3)=[CH:11][CH:10]=2)=[CH:5][CH2:4]1)=[O:36]. (2) The product is: [CH3:40][O:39][C:14]1[CH:15]=[C:16]2[C:21](=[CH:22][CH:23]=1)[CH2:20][NH:24][CH2:26][C:17]2([CH3:29])[CH3:30]. Given the reactants C(OC(=O)CC1C=CC(C#C[C:14]2[CH:23]=[CH:22][C:21]3[CH:20]([N:24]([CH:26]4CC4)C)CC[C:17]([CH3:30])([CH3:29])[C:16]=3[CH:15]=2)=CC=1F)C.[H-].[Al+3].[Li+].[H-].[H-].[H-].[O:39]1CCC[CH2:40]1, predict the reaction product. (3) Given the reactants O[NH:2][C:3]1[C:4]([O:16][CH:17]([CH3:19])[CH3:18])=[C:5]([C:12]([F:15])([F:14])[F:13])[CH:6]=[C:7]([N+:9]([O-:11])=[O:10])[CH:8]=1, predict the reaction product. The product is: [NH2:2][C:3]1[C:4]([O:16][CH:17]([CH3:19])[CH3:18])=[C:5]([C:12]([F:14])([F:15])[F:13])[CH:6]=[C:7]([N+:9]([O-:11])=[O:10])[CH:8]=1. (4) Given the reactants [F:1][C:2]1[C:3]([C:28]2[N:33]=[CH:32][CH:31]=[CH:30][N:29]=2)=[C:4]([C:8]([N:10]2[C@@H:14]3[CH2:15][CH2:16][C@H:11]2[C@H:12]([NH:17][C:18]2[CH:23]=[N:22][C:21]([C:24]([F:27])([F:26])[F:25])=[CH:20][N:19]=2)[CH2:13]3)=[O:9])[CH:5]=[CH:6][CH:7]=1.[CH3:34]C(C)([O-])C.[Na+].IC, predict the reaction product. The product is: [F:1][C:2]1[C:3]([C:28]2[N:29]=[CH:30][CH:31]=[CH:32][N:33]=2)=[C:4]([C:8]([N:10]2[C@@H:14]3[CH2:15][CH2:16][C@H:11]2[C@H:12]([N:17]([CH3:34])[C:18]2[CH:23]=[N:22][C:21]([C:24]([F:25])([F:27])[F:26])=[CH:20][N:19]=2)[CH2:13]3)=[O:9])[CH:5]=[CH:6][CH:7]=1. (5) Given the reactants Br[C:2]1[CH:7]=[CH:6][C:5]([Br:8])=[CH:4][N:3]=1.[CH3:9][S-].[Na+].O.O[O:14][S:15]([O-:17])=O.[K+], predict the reaction product. The product is: [Br:8][C:5]1[CH:6]=[CH:7][C:2]([S:15]([CH3:9])(=[O:17])=[O:14])=[N:3][CH:4]=1. (6) Given the reactants [CH:1]([C:4]1[CH:23]=[CH:22][C:7]([C:8]([O:10][CH:11]([CH3:21])[CH2:12][N:13]([CH:15]2[CH2:20][CH2:19][CH2:18][CH2:17][CH2:16]2)[CH3:14])=[O:9])=[CH:6][CH:5]=1)([CH3:3])[CH3:2].[CH3:24][I:25], predict the reaction product. The product is: [I-:25].[CH:1]([C:4]1[CH:23]=[CH:22][C:7]([C:8]([O:10][CH:11]([CH3:21])[CH2:12][N+:13]([CH3:24])([CH3:14])[CH:15]2[CH2:20][CH2:19][CH2:18][CH2:17][CH2:16]2)=[O:9])=[CH:6][CH:5]=1)([CH3:3])[CH3:2].